From a dataset of Reaction yield outcomes from USPTO patents with 853,638 reactions. Predict the reaction yield, written as a fraction of the theoretical maximum amount of product (1.0 means a 100% yield; for example, 0.34 means a 34% yield). (1) The reactants are [CH3:1][O:2][C:3]1[CH:8]=[CH:7][C:6]([C@@H:9]([NH2:11])[CH3:10])=[CH:5][CH:4]=1.[N:12]1[C:21]2[C:20](=O)[CH2:19][CH2:18][CH2:17][C:16]=2[CH:15]=[CH:14][CH:13]=1.C(O)(=O)C.C(O[BH-](OC(=O)C)OC(=O)C)(=O)C.[Na+].C(=O)([O-])[O-].[Na+].[Na+]. The catalyst is ClCCl. The product is [CH3:1][O:2][C:3]1[CH:8]=[CH:7][C:6]([C@@H:9]([NH:11][C@@H:20]2[C:21]3[N:12]=[CH:13][CH:14]=[CH:15][C:16]=3[CH2:17][CH2:18][CH2:19]2)[CH3:10])=[CH:5][CH:4]=1. The yield is 0.700. (2) The yield is 0.830. The catalyst is O. The reactants are [NH2:1][CH:2]([CH:6]([CH3:8])[CH3:7])[C:3]([OH:5])=[O:4].[OH-].[Na+].[C:11](Cl)(=[O:18])[C:12]1[CH:17]=[CH:16][CH:15]=[CH:14][CH:13]=1. The product is [C:11]([NH:1][CH:2]([CH:6]([CH3:8])[CH3:7])[C:3]([OH:5])=[O:4])(=[O:18])[C:12]1[CH:17]=[CH:16][CH:15]=[CH:14][CH:13]=1. (3) The product is [CH:14]1([N:7]2[CH2:8][CH2:9][C:10](=[O:13])[N:11]([CH3:12])[C:5]3[CH:4]=[N:3][C:2]([NH:20][C:21]4[CH:29]=[CH:28][C:24]([C:25]([OH:27])=[O:26])=[CH:23][C:22]=4[O:30][CH3:31])=[N:19][C:6]2=3)[CH2:18][CH2:17][CH2:16][CH2:15]1. The yield is 0.640. The reactants are Cl[C:2]1[N:3]=[CH:4][C:5]2[N:11]([CH3:12])[C:10](=[O:13])[CH2:9][CH2:8][N:7]([CH:14]3[CH2:18][CH2:17][CH2:16][CH2:15]3)[C:6]=2[N:19]=1.[NH2:20][C:21]1[CH:29]=[CH:28][C:24]([C:25]([OH:27])=[O:26])=[CH:23][C:22]=1[O:30][CH3:31].C(O)(C(F)(F)F)=O. No catalyst specified. (4) The reactants are Cl.[NH2:2][C:3]1[C:11]([OH:12])=[C:10]2[C:6]([CH2:7][CH2:8][CH:9]2[CH2:13][CH2:14][NH:15][C:16](=[O:18])[CH3:17])=[CH:5][CH:4]=1.[C:19](O[C:19](=[O:22])[CH2:20][CH3:21])(=[O:22])[CH2:20][CH3:21].O. The catalyst is N1C=CC=CC=1. The product is [C:16]([NH:15][CH2:14][CH2:13][CH:9]1[C:10]2[C:6](=[CH:5][CH:4]=[C:3]([NH:2][C:19](=[O:22])[CH2:20][CH3:21])[C:11]=2[OH:12])[CH2:7][CH2:8]1)(=[O:18])[CH3:17]. The yield is 0.880. (5) The reactants are [F:1][C:2]1[CH:7]=[CH:6][C:5]([N:8]2[C:12]([CH:13]=[O:14])=[C:11]([CH:15]([CH3:17])[CH3:16])[C:10]([C:18]([OH:20])=O)=[N:9]2)=[CH:4][CH:3]=1.CCN=C=NCCCN(C)C.C1C=CC2N(O)N=NC=2C=1.O.[CH3:43][NH:44][CH2:45][C:46]1[CH:51]=[CH:50][CH:49]=[CH:48][C:47]=1[CH3:52]. The catalyst is C(Cl)Cl. The product is [CH3:43][N:44]([CH2:45][C:46]1[CH:51]=[CH:50][CH:49]=[CH:48][C:47]=1[CH3:52])[C:18]([C:10]1[C:11]([CH:15]([CH3:16])[CH3:17])=[C:12]([CH:13]=[O:14])[N:8]([C:5]2[CH:4]=[CH:3][C:2]([F:1])=[CH:7][CH:6]=2)[N:9]=1)=[O:20]. The yield is 0.716. (6) The reactants are Cl[C:2]1[C:7]([CH2:8][C:9]2[CH:28]=[CH:27][C:12]3/[C:13](=[C:23](/[CH3:26])\[C:24]#[N:25])/[C:14]4[CH:21]=[CH:20][C:19]([F:22])=[CH:18][C:15]=4[O:16][CH2:17][C:11]=3[CH:10]=2)=[C:6]([CH2:29][CH2:30][CH3:31])[N:5]=[C:4]([CH3:32])[N:3]=1.[NH:33]1[CH2:36][CH2:35][CH2:34]1. The catalyst is C(O)C. The product is [N:33]1([C:2]2[C:7]([CH2:8][C:9]3[CH:28]=[CH:27][C:12]4/[C:13](=[C:23](/[CH3:26])\[C:24]#[N:25])/[C:14]5[CH:21]=[CH:20][C:19]([F:22])=[CH:18][C:15]=5[O:16][CH2:17][C:11]=4[CH:10]=3)=[C:6]([CH2:29][CH2:30][CH3:31])[N:5]=[C:4]([CH3:32])[N:3]=2)[CH2:36][CH2:35][CH2:34]1. The yield is 0.990. (7) The reactants are [N+:1]([C:4]1[CH:5]=[N:6][NH:7][CH:8]=1)([O-:3])=[O:2].Br[CH2:10][CH2:11][O:12][Si:13]([C:16]([CH3:19])([CH3:18])[CH3:17])([CH3:15])[CH3:14].C(=O)([O-])[O-].[Cs+].[Cs+].CN(C=O)C. The catalyst is C(Cl)Cl.O. The product is [Si:13]([O:12][CH2:11][CH2:10][N:6]1[CH:5]=[C:4]([N+:1]([O-:3])=[O:2])[CH:8]=[N:7]1)([C:16]([CH3:19])([CH3:18])[CH3:17])([CH3:15])[CH3:14]. The yield is 0.920. (8) The reactants are [Mg+2].[Cl-].[Cl-].[CH2:4](N(CC)CC)C.C(OC)(=O)CC(OC)=O.[CH3:20][O:21][C:22]1[CH:23]=[C:24]([CH:28]=[CH:29][C:30]=1[N+:31]([O-:33])=[O:32])[C:25](Cl)=[O:26].Cl. The catalyst is C1(C)C=CC=CC=1. The product is [CH3:20][O:21][C:22]1[CH:23]=[C:24]([C:25](=[O:26])[CH3:4])[CH:28]=[CH:29][C:30]=1[N+:31]([O-:33])=[O:32]. The yield is 0.600.